Dataset: Retrosynthesis with 50K atom-mapped reactions and 10 reaction types from USPTO. Task: Predict the reactants needed to synthesize the given product. Given the product COC(=O)c1c(-c2cc(OC)c(OC)c(OC)c2)c2ccccc2c(=O)n1NC(C)=O, predict the reactants needed to synthesize it. The reactants are: CC(=O)Cl.COC(=O)c1c(-c2cc(OC)c(OC)c(OC)c2)c2ccccc2c(=O)n1N.